Dataset: NCI-60 drug combinations with 297,098 pairs across 59 cell lines. Task: Regression. Given two drug SMILES strings and cell line genomic features, predict the synergy score measuring deviation from expected non-interaction effect. Drug 1: C1CCC(C1)C(CC#N)N2C=C(C=N2)C3=C4C=CNC4=NC=N3. Drug 2: CC(C)CN1C=NC2=C1C3=CC=CC=C3N=C2N. Cell line: SK-OV-3. Synergy scores: CSS=-1.58, Synergy_ZIP=0.0709, Synergy_Bliss=-0.416, Synergy_Loewe=-2.66, Synergy_HSA=-2.06.